This data is from Forward reaction prediction with 1.9M reactions from USPTO patents (1976-2016). The task is: Predict the product of the given reaction. (1) Given the reactants [CH:1]1[C:10]2[C:5](=[CH:6][CH:7]=[CH:8][CH:9]=2)[CH2:4][CH2:3][C:2]=1[N:11]1[CH2:15][CH2:14][CH2:13][CH2:12]1.[CH2:16]([O:23][C:24]1[CH:29]=[C:28]([CH2:30][Br:31])[CH:27]=[CH:26][C:25]=1[N+:32]([O-:34])=[O:33])[C:17]1[CH:22]=[CH:21][CH:20]=[CH:19][CH:18]=1, predict the reaction product. The product is: [Br-:31].[CH2:16]([O:23][C:24]1[CH:29]=[C:28]([CH:27]=[CH:26][C:25]=1[N+:32]([O-:34])=[O:33])[CH2:30][CH:1]1[C:10]2[C:5](=[CH:6][CH:7]=[CH:8][CH:9]=2)[CH2:4][CH2:3][C:2]1=[N+:11]1[CH2:15][CH2:14][CH2:13][CH2:12]1)[C:17]1[CH:18]=[CH:19][CH:20]=[CH:21][CH:22]=1. (2) Given the reactants [N+:1]([C:4]1[CH:9]=[CH:8][C:7]([NH2:10])=[C:6]([NH2:11])[CH:5]=1)([O-:3])=[O:2].[F:12][C:13]1[CH:21]=[CH:20][CH:19]=[CH:18][C:14]=1[C:15](O)=O.[K+].[Br-], predict the reaction product. The product is: [F:12][C:13]1[CH:21]=[CH:20][CH:19]=[CH:18][C:14]=1[C:15]1[NH:11][C:6]2[CH:5]=[C:4]([N+:1]([O-:3])=[O:2])[CH:9]=[CH:8][C:7]=2[N:10]=1. (3) Given the reactants [N+:1]([C:4]1[CH:12]=[C:8]([C:9](O)=[O:10])[C:7]([NH2:13])=[CH:6][CH:5]=1)([O-:3])=[O:2], predict the reaction product. The product is: [OH:10][CH2:9][C:8]1[CH:12]=[C:4]([N+:1]([O-:3])=[O:2])[CH:5]=[CH:6][C:7]=1[NH2:13]. (4) Given the reactants O[C:2]1([C:14]([O:16][CH3:17])=[O:15])[C:11]2[C:6](=[CH:7][CH:8]=[C:9]([O:12][CH3:13])[CH:10]=2)[CH2:5][CH2:4][CH2:3]1.CC1C=CC(S(O)(=O)=O)=CC=1, predict the reaction product. The product is: [CH3:13][O:12][C:9]1[CH:10]=[C:11]2[C:6]([CH2:5][CH2:4][CH:3]=[C:2]2[C:14]([O:16][CH3:17])=[O:15])=[CH:7][CH:8]=1. (5) Given the reactants [Br:1][C:2]1[CH:7]=[CH:6][CH:5]=[CH:4][C:3]=1[CH2:8][CH2:9][C:10]([OH:12])=O.C(Cl)(=O)C([Cl:16])=O.CN(C)C=O, predict the reaction product. The product is: [Br:1][C:2]1[CH:7]=[CH:6][CH:5]=[CH:4][C:3]=1[CH2:8][CH2:9][C:10]([Cl:16])=[O:12]. (6) The product is: [C:1]([N:4]1[C:13]2[C:8](=[CH:9][C:10]([C:16]([NH2:32])=[O:17])=[C:11]([O:14][CH3:15])[CH:12]=2)[CH:7]([NH:19][C:20]2[N:25]=[C:24]([CH3:26])[CH:23]=[CH:22][N:21]=2)[CH:6]([CH3:27])[CH:5]1[CH:28]1[CH2:29][CH2:30]1)(=[O:3])[CH3:2]. Given the reactants [C:1]([N:4]1[C:13]2[C:8](=[CH:9][C:10]([C:16](O)=[O:17])=[C:11]([O:14][CH3:15])[CH:12]=2)[CH:7]([NH:19][C:20]2[N:25]=[C:24]([CH3:26])[CH:23]=[CH:22][N:21]=2)[CH:6]([CH3:27])[CH:5]1[CH:28]1[CH2:30][CH2:29]1)(=[O:3])[CH3:2].C[N:32](C(ON1N=NC2C=CC=NC1=2)=[N+](C)C)C.F[P-](F)(F)(F)(F)F.CCN(C(C)C)C(C)C.[Cl-].[NH4+], predict the reaction product. (7) Given the reactants [F:1][C:2]1[C:3]([C:13]2[CH:18]=[CH:17][CH:16]=[CH:15][C:14]=2[F:19])=[N:4][C:5]2[C:10]([C:11]=1I)=[CH:9][CH:8]=[CH:7][CH:6]=2.CC(C)([O-])C.[Na+].[NH2:26][C:27]1[CH:32]=[CH:31][N:30]=[CH:29][CH:28]=1, predict the reaction product. The product is: [F:1][C:2]1[C:3]([C:13]2[CH:18]=[CH:17][CH:16]=[CH:15][C:14]=2[F:19])=[N:4][C:5]2[C:10]([C:11]=1[NH:26][C:27]1[CH:32]=[CH:31][N:30]=[CH:29][CH:28]=1)=[CH:9][CH:8]=[CH:7][CH:6]=2.